This data is from Full USPTO retrosynthesis dataset with 1.9M reactions from patents (1976-2016). The task is: Predict the reactants needed to synthesize the given product. (1) Given the product [C:20]([O:19][CH2:17][CH2:18][C:11]1[C:12](=[O:14])[O:6][C:5]2[C:7]([CH:23]=1)=[CH:8][C:2]([Cl:1])=[C:3]([OH:9])[CH:4]=2)(=[O:22])[CH3:21], predict the reactants needed to synthesize it. The reactants are: [Cl:1][C:2]1[CH:8]=[CH:7][C:5]([OH:6])=[CH:4][C:3]=1[OH:9].F[C:11](F)(F)[C:12]([OH:14])=O.[CH2:17]([O:19][C:20](=[O:22])[CH3:21])[CH3:18].[CH3:23]O. (2) Given the product [CH2:11]([C@@H:13]1[N:18]([C:2]2[CH:7]=[N:6][C:5]([N+:8]([O-:10])=[O:9])=[CH:4][CH:3]=2)[CH2:17][CH2:16][N:15]([C:19]([O:21][C:22]([CH3:23])([CH3:25])[CH3:24])=[O:20])[CH2:14]1)[CH3:12], predict the reactants needed to synthesize it. The reactants are: Br[C:2]1[CH:3]=[CH:4][C:5]([N+:8]([O-:10])=[O:9])=[N:6][CH:7]=1.[CH2:11]([C@@H:13]1[NH:18][CH2:17][CH2:16][N:15]([C:19]([O:21][C:22]([CH3:25])([CH3:24])[CH3:23])=[O:20])[CH2:14]1)[CH3:12].CC1(C)C2C(=C(P(C3C=CC=CC=3)C3C=CC=CC=3)C=CC=2)OC2C(P(C3C=CC=CC=3)C3C=CC=CC=3)=CC=CC1=2.C(=O)([O-])[O-].[Cs+].[Cs+].